This data is from Reaction yield outcomes from USPTO patents with 853,638 reactions. The task is: Predict the reaction yield, written as a fraction of the theoretical maximum amount of product (1.0 means a 100% yield; for example, 0.34 means a 34% yield). (1) The reactants are Br[C:2]1[CH:3]=[C:4]([O:9][CH2:10][C:11]2[CH:16]=[CH:15][CH:14]=[CH:13][C:12]=2[C:17]([F:20])([F:19])[F:18])[C:5]([NH2:8])=[N:6][CH:7]=1.[C:21]([C:24]1[CH:29]=[CH:28][C:27](B(O)O)=[CH:26][CH:25]=1)([OH:23])=[O:22].C(=O)([O-])[O-].[K+].[K+].CN(C)C=O. The catalyst is [Pd].C1(P(C2C=CC=CC=2)C2C=CC=CC=2)C=CC=CC=1.C1(P(C2C=CC=CC=2)C2C=CC=CC=2)C=CC=CC=1.C1(P(C2C=CC=CC=2)C2C=CC=CC=2)C=CC=CC=1.C1(P(C2C=CC=CC=2)C2C=CC=CC=2)C=CC=CC=1.O. The product is [NH2:8][C:5]1[N:6]=[CH:7][C:2]([C:27]2[CH:28]=[CH:29][C:24]([C:21]([OH:23])=[O:22])=[CH:25][CH:26]=2)=[CH:3][C:4]=1[O:9][CH2:10][C:11]1[CH:16]=[CH:15][CH:14]=[CH:13][C:12]=1[C:17]([F:20])([F:19])[F:18]. The yield is 0.690. (2) The reactants are [C:1]1([C:7]2[S:11][C:10]([S:12]([NH:15][CH2:16][CH2:17][N:18]([C:23](=[O:34])[CH2:24][N:25]3[CH:33]=[C:31]([CH3:32])[C:29](=[O:30])[NH:28][C:26]3=[O:27])[CH2:19][C:20]([OH:22])=O)(=[O:14])=[O:13])=[N:9][N:8]=2)[CH:6]=[CH:5][CH:4]=[CH:3][CH:2]=1.CN1CCOCC1.ClC(OCC(C)C)=O. The yield is 0.900. The catalyst is O1CCCC1. The product is [C:1]1([C:7]2[S:11][C:10]([S:12]([N:15]3[CH2:16][CH2:17][N:18]([C:23](=[O:34])[CH2:24][N:25]4[CH:33]=[C:31]([CH3:32])[C:29](=[O:30])[NH:28][C:26]4=[O:27])[CH2:19][C:20]3=[O:22])(=[O:14])=[O:13])=[N:9][N:8]=2)[CH:6]=[CH:5][CH:4]=[CH:3][CH:2]=1.